This data is from Catalyst prediction with 721,799 reactions and 888 catalyst types from USPTO. The task is: Predict which catalyst facilitates the given reaction. Reactant: [Cl:1][C:2]1[CH:3]=[C:4]([CH:15]=[CH:16][C:17]=1[Cl:18])[O:5][CH:6]1[CH2:11][CH2:10][N:9]([CH2:12][CH2:13]N)[CH2:8][CH2:7]1.[CH2:19]([N:21](CC)CC)C.[C:26]([NH:34][S:35](Cl)(=[O:37])=[O:36])(=[O:33])[C:27]1[CH:32]=[CH:31][CH:30]=[CH:29][CH:28]=1. Product: [C:26]([NH:34][S:35]([NH:21][CH2:19][CH2:13][CH2:12][N:9]1[CH2:8][CH2:7][CH:6]([O:5][C:4]2[CH:15]=[CH:16][C:17]([Cl:18])=[C:2]([Cl:1])[CH:3]=2)[CH2:11][CH2:10]1)(=[O:37])=[O:36])(=[O:33])[C:27]1[CH:32]=[CH:31][CH:30]=[CH:29][CH:28]=1. The catalyst class is: 4.